This data is from Catalyst prediction with 721,799 reactions and 888 catalyst types from USPTO. The task is: Predict which catalyst facilitates the given reaction. (1) Reactant: Br[C:2]1[C:3]([CH:23]([CH3:25])[CH3:24])=[N:4][C:5]([N:10]2[CH2:15][CH2:14][N:13]([C:16](=[O:21])[CH2:17][CH2:18][O:19][CH3:20])[C@H:12]([CH3:22])[CH2:11]2)=[C:6]([CH:9]=1)[C:7]#[N:8].C(Cl)Cl.[Br-].[CH2:30]([Zn+])[C:31]1[CH:36]=[CH:35][CH:34]=[CH:33][CH:32]=1. Product: [CH2:30]([C:2]1[C:3]([CH:23]([CH3:25])[CH3:24])=[N:4][C:5]([N:10]2[CH2:15][CH2:14][N:13]([C:16](=[O:21])[CH2:17][CH2:18][O:19][CH3:20])[C@H:12]([CH3:22])[CH2:11]2)=[C:6]([CH:9]=1)[C:7]#[N:8])[C:31]1[CH:36]=[CH:35][CH:34]=[CH:33][CH:32]=1. The catalyst class is: 450. (2) Reactant: Cl[C:2]1[NH:3][CH:4]=[C:5]([N+:7]([O-:9])=[O:8])[N:6]=1.[Br:10][C:11]1[CH:12]=[CH:13][C:14]2[O:18][C:17](=[O:19])[N:16]([CH2:20][C:21]3([CH3:24])[CH2:23][O:22]3)[C:15]=2[CH:25]=1.C([O-])(=O)C.[Na+].[H-].[Na+]. Product: [Br:10][C:11]1[CH:12]=[CH:13][C:14]2[O:18][C:17](=[O:19])[N:16]([CH2:20][C:21]3([CH3:23])[O:22][C:2]4=[N:6][C:5]([N+:7]([O-:9])=[O:8])=[CH:4][N:3]4[CH2:24]3)[C:15]=2[CH:25]=1. The catalyst class is: 8. (3) Reactant: [Br:1][C:2]1[CH:12]=[CH:11][C:5]([C:6]([O:8][CH2:9][CH3:10])=[O:7])=[CH:4][C:3]=1[OH:13].C(=O)([O-])[O-].[K+].[K+].Cl[CH2:21][CH:22]1[CH2:24][CH2:23]1. Product: [Br:1][C:2]1[CH:12]=[CH:11][C:5]([C:6]([O:8][CH2:9][CH3:10])=[O:7])=[CH:4][C:3]=1[O:13][CH2:21][CH:22]1[CH2:24][CH2:23]1. The catalyst class is: 3. (4) Reactant: Br[C:2]1[CH:7]=[CH:6][C:5]([O:8][CH3:9])=[CH:4][C:3]=1[CH:10]1[O:14][CH2:13][CH2:12][O:11]1.[Li][CH2:16]CCC.CI. Product: [CH3:16][C:2]1[CH:7]=[CH:6][C:5]([O:8][CH3:9])=[CH:4][C:3]=1[CH:10]1[O:14][CH2:13][CH2:12][O:11]1. The catalyst class is: 1.